From a dataset of Catalyst prediction with 721,799 reactions and 888 catalyst types from USPTO. Predict which catalyst facilitates the given reaction. Reactant: [C:1]1([C:14]([OH:16])=[O:15])[C:10]2[C:5](=[CH:6][CH:7]=[CH:8][CH:9]=2)[C:4]([C:11]([OH:13])=[O:12])=[CH:3][CH:2]=1.[CH2:17]([C:28]1[NH:29][CH:30]=[CH:31][N:32]=1)[CH2:18][CH2:19][CH2:20][CH2:21][CH2:22][CH2:23][CH2:24][CH2:25][CH2:26][CH3:27]. Product: [C:1]1([C:14]([OH:16])=[O:15])[C:10]2[C:5](=[CH:6][CH:7]=[CH:8][CH:9]=2)[C:4]([C:11]([OH:13])=[O:12])=[CH:3][CH:2]=1.[CH2:17]([C:28]1[NH:32][CH:31]=[CH:30][N:29]=1)[CH2:18][CH2:19][CH2:20][CH2:21][CH2:22][CH2:23][CH2:24][CH2:25][CH2:26][CH3:27]. The catalyst class is: 13.